From a dataset of Full USPTO retrosynthesis dataset with 1.9M reactions from patents (1976-2016). Predict the reactants needed to synthesize the given product. Given the product [F:1][C:2]1[C:11]2[C:6](=[CH:7][CH:8]=[CH:9][CH:10]=2)[C:5]([OH:12])=[C:4]([C:14]([OH:16])=[O:15])[CH:3]=1, predict the reactants needed to synthesize it. The reactants are: [F:1][C:2]1[C:11]2[C:6](=[CH:7][CH:8]=[CH:9][CH:10]=2)[C:5]([O:12]C)=[C:4]([C:14]([OH:16])=[O:15])[CH:3]=1.Br.CC(O)=O.